This data is from Forward reaction prediction with 1.9M reactions from USPTO patents (1976-2016). The task is: Predict the product of the given reaction. (1) Given the reactants Cl[C:2]1[C:7]([Cl:8])=[CH:6][CH:5]=[CH:4][N:3]=1.[NH:9]1[CH2:14][CH2:13][NH:12][CH2:11][CH2:10]1.C(N(CC)CC)C, predict the reaction product. The product is: [Cl:8][C:7]1[C:2]([N:9]2[CH2:14][CH2:13][NH:12][CH2:11][CH2:10]2)=[N:3][CH:4]=[CH:5][CH:6]=1. (2) Given the reactants [NH2:1][C:2]1[C:16]([Cl:17])=[CH:15][CH:14]=[CH:13][C:3]=1[C:4]([C:6]1[CH:11]=[CH:10][CH:9]=[CH:8][C:7]=1[F:12])=[O:5].N1C=CC=CC=1.[Br:24][CH2:25][C:26](Br)=[O:27], predict the reaction product. The product is: [Br:24][CH2:25][C:26]([NH:1][C:2]1[C:16]([Cl:17])=[CH:15][CH:14]=[CH:13][C:3]=1[C:4]([C:6]1[CH:11]=[CH:10][CH:9]=[CH:8][C:7]=1[F:12])=[O:5])=[O:27]. (3) Given the reactants [NH2:1][C:2]1[C:3]([CH3:12])=[C:4]([C:8]([O:10][CH3:11])=[O:9])[CH:5]=[N:6][CH:7]=1.[O:13]1[CH2:18][CH2:17][C:16](=O)[CH2:15][CH2:14]1.FC(F)(F)C(O)=O.C(O[BH-](OC(=O)C)OC(=O)C)(=O)C.[Na+].C([O-])(O)=O.[Na+], predict the reaction product. The product is: [CH3:12][C:3]1[C:2]([NH:1][CH:16]2[CH2:17][CH2:18][O:13][CH2:14][CH2:15]2)=[CH:7][N:6]=[CH:5][C:4]=1[C:8]([O:10][CH3:11])=[O:9]. (4) Given the reactants [NH2:1][C:2]1[C:3]([C:8]([NH:10][O:11][CH3:12])=[O:9])=[N:4][CH:5]=[CH:6][CH:7]=1.S(=O)(=O)(O)O.[Br:18]Br, predict the reaction product. The product is: [NH2:1][C:2]1[C:3]([C:8]([NH:10][O:11][CH3:12])=[O:9])=[N:4][C:5]([Br:18])=[CH:6][CH:7]=1.